This data is from Full USPTO retrosynthesis dataset with 1.9M reactions from patents (1976-2016). The task is: Predict the reactants needed to synthesize the given product. (1) Given the product [OH:1][C:2]1[C:7](=[O:8])[NH:6][C:5]([CH2:9][C:10]2([C:15]3[CH:16]=[CH:17][CH:18]=[CH:19][CH:20]=3)[CH2:11][CH2:12][CH2:13][CH2:14]2)=[N:4][C:3]=1[C:21]([NH2:27])=[O:23], predict the reactants needed to synthesize it. The reactants are: [OH:1][C:2]1[C:3]([C:21]([O:23]C)=O)=[N:4][C:5]([CH2:9][C:10]2([C:15]3[CH:20]=[CH:19][CH:18]=[CH:17][CH:16]=3)[CH2:14][CH2:13][CH2:12][CH2:11]2)=[N:6][C:7]=1[OH:8].CO.[NH3:27]. (2) Given the product [OH:35][CH2:34][C:33]1[CH:36]=[CH:17][C:16]([NH:13][C:14](=[O:19])[O:9][CH:1]2[CH2:8][CH2:7][CH2:6][CH2:5][CH2:4][CH:3]=[CH:2]2)=[CH:18][CH:32]=1, predict the reactants needed to synthesize it. The reactants are: [CH:1]1([OH:9])[CH2:8][CH2:7][CH2:6][CH2:5][CH2:4][CH:3]=[CH:2]1.C([N:13]([CH:16]([CH3:18])[CH3:17])[CH2:14]C)(C)C.[OH:19]N1C2C=CC=CC=2N=N1.NC1C=[CH:36][C:33]([CH2:34][OH:35])=[CH:32]C=1.